This data is from Catalyst prediction with 721,799 reactions and 888 catalyst types from USPTO. The task is: Predict which catalyst facilitates the given reaction. (1) Reactant: Br[C:2]1[CH:11]=[C:10]([F:12])[C:5]2[C:6](=[O:9])[O:7][CH2:8][C:4]=2[CH:3]=1.[CH:13]([B-](F)(F)F)=[CH2:14].[K+]. Product: [F:12][C:10]1[C:5]2[C:6](=[O:9])[O:7][CH2:8][C:4]=2[CH:3]=[C:2]([CH:13]=[CH2:14])[CH:11]=1. The catalyst class is: 14. (2) Reactant: [CH2:1]([O:3][C:4]([C:6]1[C:11](Br)=[CH:10][CH:9]=[C:8]([CH:13]2[CH2:15][CH2:14]2)[N:7]=1)=[O:5])[CH3:2].[NH2:16][C:17]1[CH:18]=[N:19][CH:20]=[CH:21][CH:22]=1. Product: [CH2:1]([O:3][C:4]([C:6]1[C:11]([NH:16][C:17]2[CH:18]=[N:19][CH:20]=[CH:21][CH:22]=2)=[CH:10][CH:9]=[C:8]([CH:13]2[CH2:15][CH2:14]2)[N:7]=1)=[O:5])[CH3:2]. The catalyst class is: 45. (3) Reactant: C(OC([N:8]1[C:12]2[CH:13]=[CH:14][CH:15]=[CH:16][C:11]=2[NH:10][CH:9]1[O:17][CH:18]1[CH2:25][CH:24]2[CH:20]([CH2:21][C:22](=[O:26])[CH2:23]2)[CH2:19]1)=O)(C)(C)C. Product: [O:26]=[C:22]1[CH2:23][CH:24]2[CH:20]([CH2:19][CH:18]([O:17][C:9]3[NH:10][C:11]4[CH:16]=[CH:15][CH:14]=[CH:13][C:12]=4[N:8]=3)[CH2:25]2)[CH2:21]1. The catalyst class is: 55. (4) Reactant: [NH2:1][C:2]1[N:7]=[C:6]([Cl:8])[C:5]([CH:9]=[O:10])=[C:4]([Cl:11])[N:3]=1.[CH3:12][Mg]Cl. Product: [NH2:1][C:2]1[N:3]=[C:4]([Cl:11])[C:5]([CH:9]([OH:10])[CH3:12])=[C:6]([Cl:8])[N:7]=1. The catalyst class is: 20. (5) Reactant: [CH3:1][O:2][C:3]1[CH:18]=[CH:17][C:6]([C:7]([NH:9][C:10]2[C:11]([NH2:16])=[CH:12][CH:13]=[CH:14][CH:15]=2)=[O:8])=[CH:5][CH:4]=1.[Cl:19][C:20]1[CH:21]=[CH:22][C:23]2[O:27][C:26]([C:28](O)=[O:29])=[CH:25][C:24]=2[CH:31]=1.Cl.CN(C)CCCN=C=NCC. Product: [CH3:1][O:2][C:3]1[CH:4]=[CH:5][C:6]([C:7]([NH:9][C:10]2[C:11]([NH:16][C:28]([C:26]3[O:27][C:23]4[CH:22]=[CH:21][C:20]([Cl:19])=[CH:31][C:24]=4[CH:25]=3)=[O:29])=[CH:12][CH:13]=[CH:14][CH:15]=2)=[O:8])=[CH:17][CH:18]=1. The catalyst class is: 172. (6) The catalyst class is: 51. Reactant: [NH2:1][C:2]1[N:7]=[C:6](Cl)[C:5]([C:9]#[C:10][CH2:11][NH:12][C:13](=[O:19])[O:14][C:15]([CH3:18])([CH3:17])[CH3:16])=[C:4]([CH3:20])[N:3]=1.[NH2:21][C@@H:22]([CH2:26][CH2:27][CH2:28][CH3:29])[CH2:23][CH2:24][OH:25]. Product: [NH2:1][C:2]1[N:7]=[C:6]([NH:21][C@@H:22]([CH2:26][CH2:27][CH2:28][CH3:29])[CH2:23][CH2:24][OH:25])[C:5]([C:9]#[C:10][CH2:11][NH:12][C:13](=[O:19])[O:14][C:15]([CH3:18])([CH3:17])[CH3:16])=[C:4]([CH3:20])[N:3]=1. (7) Reactant: [Cl:1][C:2]1[C:3]([O:20][CH3:21])=[C:4]([C:8]([CH3:19])([CH3:18])[CH2:9][C:10]([OH:17])([C:13]([F:16])([F:15])[F:14])[CH:11]=O)[CH:5]=[CH:6][CH:7]=1.[NH2:22][C:23]1[CH:32]=[CH:31][CH:30]=[C:29]2[C:24]=1[CH:25]=[N:26][N:27]([CH3:34])[C:28]2=[O:33]. Product: [Cl:1][C:2]1[C:3]([O:20][CH3:21])=[C:4]2[C:5](=[CH:6][CH:7]=1)[CH:11]([NH:22][C:23]1[CH:32]=[CH:31][CH:30]=[C:29]3[C:24]=1[CH:25]=[N:26][N:27]([CH3:34])[C:28]3=[O:33])[C:10]([OH:17])([C:13]([F:15])([F:16])[F:14])[CH2:9][C:8]2([CH3:19])[CH3:18]. The catalyst class is: 528.